Dataset: Forward reaction prediction with 1.9M reactions from USPTO patents (1976-2016). Task: Predict the product of the given reaction. (1) Given the reactants C([N:8]1[CH2:12][C:11]([CH2:13][CH2:14][N:15]2[C@H:20]([C:21]3[C:26]([CH3:27])=[CH:25][CH:24]=[CH:23][N:22]=3)[CH2:19][CH2:18][CH2:17][C@@H:16]2[C:28]2[C:33]([CH3:34])=[CH:32][CH:31]=[CH:30][N:29]=2)=[CH:10][NH:9]1)C1C=CC=CC=1.CC([O-])(C)C.[K+], predict the reaction product. The product is: [CH3:34][C:33]1[C:28]([C@H:16]2[CH2:17][CH2:18][CH2:19][C@@H:20]([C:21]3[C:26]([CH3:27])=[CH:25][CH:24]=[CH:23][N:22]=3)[N:15]2[CH2:14][CH2:13][C:11]2[CH:12]=[N:8][NH:9][CH:10]=2)=[N:29][CH:30]=[CH:31][CH:32]=1. (2) Given the reactants [C:1]([C:3]1[N:4]=[C:5]([CH3:31])[C:6]([C:14]2[CH:23]=[CH:22][CH:21]=[C:20]3[C:15]=2[CH2:16][CH2:17][N:18](C(OC(C)(C)C)=O)[CH2:19]3)=[C:7]2[C:11]([CH3:12])=[C:10]([CH3:13])[NH:9][C:8]=12)#[N:2].S(=O)(=O)(O)[OH:33].[OH-].[Na+], predict the reaction product. The product is: [CH3:13][C:10]1[NH:9][C:8]2=[C:3]([C:1]([NH2:2])=[O:33])[N:4]=[C:5]([CH3:31])[C:6]([C:14]3[CH:23]=[CH:22][CH:21]=[C:20]4[C:15]=3[CH2:16][CH2:17][NH:18][CH2:19]4)=[C:7]2[C:11]=1[CH3:12]. (3) Given the reactants [NH2:1][C:2]1[CH:25]=[CH:24][CH:23]=[CH:22][C:3]=1[C:4]([NH:6][C:7]1[CH:12]=[CH:11][C:10]([N:13]2[CH:19]3[CH2:20][CH2:21][N:16]([CH2:17][CH2:18]3)[CH2:15][CH2:14]2)=[CH:9][CH:8]=1)=[O:5].[C:26]([OH:29])(=[O:28])[CH3:27].[N:30]([O-])=[O:31].[Na+].N, predict the reaction product. The product is: [C:4]([OH:5])(=[O:31])/[CH:3]=[CH:27]/[C:26]([OH:29])=[O:28].[N:16]12[CH2:21][CH2:20][CH:19]([CH2:18][CH2:17]1)[N:13]([C:10]1[CH:9]=[CH:8][C:7]([N:6]3[C:4](=[O:5])[C:3]4[CH:22]=[CH:23][CH:24]=[CH:25][C:2]=4[N:1]=[N:30]3)=[CH:12][CH:11]=1)[CH2:14][CH2:15]2. (4) Given the reactants [S:1]1[CH:5]=[CH:4][CH:3]=[C:2]1[CH:6]=O.[NH:8]1[CH2:13][CH2:12][CH2:11][CH2:10][CH2:9]1.C(O[BH-](OC(=O)C)OC(=O)C)(=O)C.[Na+], predict the reaction product. The product is: [S:1]1[CH:5]=[CH:4][CH:3]=[C:2]1[CH2:6][N:8]1[CH2:13][CH2:12][CH2:11][CH2:10][CH2:9]1. (5) The product is: [CH3:42][C:39]1[N:40]=[CH:41][C:36]([NH:33][C:34]([N:14]2[CH2:15][CH2:16][CH2:17][CH:12]([C:6]3([CH2:18][C:19]4[CH:24]=[CH:23][CH:22]=[C:21]([Cl:25])[CH:20]=4)[C:5]4[C:9](=[CH:10][C:2]([Cl:1])=[CH:3][CH:4]=4)[NH:8][C:7]3=[O:11])[CH2:13]2)=[O:35])=[CH:37][CH:38]=1. Given the reactants [Cl:1][C:2]1[CH:10]=[C:9]2[C:5]([C:6]([CH2:18][C:19]3[CH:24]=[CH:23][CH:22]=[C:21]([Cl:25])[CH:20]=3)([CH:12]3[CH2:17][CH2:16][CH2:15][NH:14][CH2:13]3)[C:7](=[O:11])[NH:8]2)=[CH:4][CH:3]=1.C(N(CC)CC)C.[N:33]([C:36]1[CH:37]=[CH:38][C:39]([CH3:42])=[N:40][CH:41]=1)=[C:34]=[O:35], predict the reaction product. (6) Given the reactants [Cl-].[C:2]([C:4]1[C:16]([N+:17]([O-])=O)=[CH:15][CH:14]=[CH:13][C:5]=1[O:6][CH2:7][C@@H:8]1[CH2:12][CH2:11][CH2:10][NH2+:9]1)#[N:3].[C:20](Cl)(=[O:24])[CH2:21][CH2:22][CH3:23], predict the reaction product. The product is: [NH2:17][C:16]1[CH:15]=[CH:14][CH:13]=[C:5]([O:6][CH2:7][C@@H:8]2[CH2:12][CH2:11][CH2:10][N:9]2[C:20](=[O:24])[CH2:21][CH2:22][CH3:23])[C:4]=1[C:2]#[N:3].